Dataset: Catalyst prediction with 721,799 reactions and 888 catalyst types from USPTO. Task: Predict which catalyst facilitates the given reaction. (1) Reactant: [CH3:1][C:2]1[N:3]([C:8]2[CH:13]=[C:12]([CH3:14])[CH:11]=[C:10]([CH3:15])[N:9]=2)[C:4]([CH3:7])=[CH:5][CH:6]=1.[Li]CCCC.[Cl:21][C:22]1[CH:27]=[CH:26][CH:25]=[C:24](Cl)[N:23]=1. Product: [Cl:21][C:22]1[N:23]=[C:24]([CH2:15][C:10]2[CH:11]=[C:12]([CH3:14])[CH:13]=[C:8]([N:3]3[C:2]([CH3:1])=[CH:6][CH:5]=[C:4]3[CH3:7])[N:9]=2)[CH:25]=[CH:26][CH:27]=1. The catalyst class is: 1. (2) Reactant: [CH2:1]([C:3]1[CH:34]=[CH:33][C:6]([CH2:7][O:8][C:9]2[CH:14]=[CH:13][C:12]([CH:15]3[CH2:18][N:17]([C:19]([C:21]4[CH:26]=[C:25]([O:27][CH2:28][CH2:29][OH:30])[CH:24]=[CH:23][N:22]=4)=[O:20])[CH2:16]3)=[CH:11][C:10]=2[O:31][CH3:32])=[CH:5][CH:4]=1)[CH3:2].C(N(CC)CC)C.[CH3:42][S:43](Cl)(=[O:45])=[O:44].O. Product: [CH3:42][S:43]([O:30][CH2:29][CH2:28][O:27][C:25]1[CH:24]=[CH:23][N:22]=[C:21]([C:19]([N:17]2[CH2:16][CH:15]([C:12]3[CH:13]=[CH:14][C:9]([O:8][CH2:7][C:6]4[CH:5]=[CH:4][C:3]([CH2:1][CH3:2])=[CH:34][CH:33]=4)=[C:10]([O:31][CH3:32])[CH:11]=3)[CH2:18]2)=[O:20])[CH:26]=1)(=[O:45])=[O:44]. The catalyst class is: 7.